From a dataset of Reaction yield outcomes from USPTO patents with 853,638 reactions. Predict the reaction yield, written as a fraction of the theoretical maximum amount of product (1.0 means a 100% yield; for example, 0.34 means a 34% yield). The reactants are Cl[C:2]1[C:3]([NH2:9])=[N:4][CH:5]=[N:6][C:7]=1Cl.[N:10]1[CH:15]=[CH:14][CH:13]=[C:12]([O:16][C:17]2[CH:22]=[CH:21][C:20](B(O)O)=[CH:19][CH:18]=2)[CH:11]=1.[OH:26][CH:27]1[CH2:40][C:29]2([CH2:32][N:31]([C:33]([O:35]C(C)(C)C)=O)[CH2:30]2)[CH2:28]1.[C:41](O)(=O)[CH:42]=C. No catalyst specified. The product is [NH2:9][C:3]1[N:4]=[CH:5][N:6]=[C:7]([O:26][CH:27]2[CH2:28][C:29]3([CH2:30][N:31]([C:33](=[O:35])[CH:41]=[CH2:42])[CH2:32]3)[CH2:40]2)[C:2]=1[C:20]1[CH:21]=[CH:22][C:17]([O:16][C:12]2[CH:11]=[N:10][CH:15]=[CH:14][CH:13]=2)=[CH:18][CH:19]=1. The yield is 0.212.